From a dataset of Catalyst prediction with 721,799 reactions and 888 catalyst types from USPTO. Predict which catalyst facilitates the given reaction. (1) Reactant: [CH3:1][O:2][C:3]1[CH:4]=[C:5]([NH:11][C:12]2[N:17]=[C:16]([N:18]3[CH:22]=[CH:21][C:20]([C:23]([F:26])([F:25])[F:24])=[N:19]3)[C:15]([C:27]3[CH:28]=[C:29]([C:33]([OH:35])=O)[CH:30]=[N:31][CH:32]=3)=[CH:14][N:13]=2)[CH:6]=[C:7]([O:9][CH3:10])[CH:8]=1.[CH2:36]([N:38](CC)CC)C.Cl.CN.C(P1(=O)OP(CCC)(=O)OP(CCC)(=O)O1)CC.CCOC(C)=O. Product: [CH3:10][O:9][C:7]1[CH:6]=[C:5]([NH:11][C:12]2[N:17]=[C:16]([N:18]3[CH:22]=[CH:21][C:20]([C:23]([F:26])([F:24])[F:25])=[N:19]3)[C:15]([C:27]3[CH:28]=[C:29]([C:33]([NH:38][CH3:36])=[O:35])[CH:30]=[N:31][CH:32]=3)=[CH:14][N:13]=2)[CH:4]=[C:3]([O:2][CH3:1])[CH:8]=1. The catalyst class is: 4. (2) Reactant: [CH3:1][O:2][C:3](=[O:21])[C@H:4]([CH2:13][C:14]1[CH:19]=[CH:18][C:17]([OH:20])=[CH:16][CH:15]=1)[NH:5][C:6]([O:8][C:9]([CH3:12])([CH3:11])[CH3:10])=[O:7].[S:22](Cl)([C:25]1[CH:31]=[CH:30][C:28]([CH3:29])=[CH:27][CH:26]=1)(=[O:24])=[O:23].C(N(CC)CC)C. Product: [CH3:1][O:2][C:3](=[O:21])[C@H:4]([CH2:13][C:14]1[CH:19]=[CH:18][C:17]([O:20][S:22]([C:25]2[CH:31]=[CH:30][C:28]([CH3:29])=[CH:27][CH:26]=2)(=[O:24])=[O:23])=[CH:16][CH:15]=1)[NH:5][C:6]([O:8][C:9]([CH3:12])([CH3:10])[CH3:11])=[O:7]. The catalyst class is: 11. (3) The catalyst class is: 8. Reactant: C([O:3][C:4](=[O:42])[C:5]([CH3:41])([O:34][C:35]1[CH:40]=[CH:39][CH:38]=[CH:37][CH:36]=1)[CH2:6][C:7]1[CH:12]=[CH:11][C:10]([CH2:13][CH2:14][CH2:15][CH:16]2[CH2:20][N:19]([CH2:21][C:22]3[CH:27]=[CH:26][C:25]([C:28]([F:31])([F:30])[F:29])=[CH:24][CH:23]=3)[C:18](=[O:32])[N:17]2[CH3:33])=[CH:9][CH:8]=1)C.[OH-].[Na+]. Product: [CH3:41][C:5]([O:34][C:35]1[CH:40]=[CH:39][CH:38]=[CH:37][CH:36]=1)([CH2:6][C:7]1[CH:12]=[CH:11][C:10]([CH2:13][CH2:14][CH2:15][CH:16]2[CH2:20][N:19]([CH2:21][C:22]3[CH:27]=[CH:26][C:25]([C:28]([F:31])([F:30])[F:29])=[CH:24][CH:23]=3)[C:18](=[O:32])[N:17]2[CH3:33])=[CH:9][CH:8]=1)[C:4]([OH:42])=[O:3]. (4) Reactant: [H-].[Na+].[CH3:3][C:4]([N:15]1[CH2:20][CH2:19][O:18][CH2:17][CH2:16]1)([CH3:14])[CH2:5][NH:6][C:7](=[O:13])[O:8][C:9]([CH3:12])([CH3:11])[CH3:10].[CH3:21]I. Product: [CH3:21][N:6]([CH2:5][C:4]([CH3:3])([N:15]1[CH2:16][CH2:17][O:18][CH2:19][CH2:20]1)[CH3:14])[C:7](=[O:13])[O:8][C:9]([CH3:10])([CH3:11])[CH3:12]. The catalyst class is: 18. (5) Reactant: [C:1]([O:5][C:6]([NH:8][C:9]1[CH:10]=[C:11]2[N:17]([C:18](=[O:30])[C:19]3[C:24]([C:25]([F:28])([F:27])[F:26])=[CH:23][CH:22]=[CH:21][C:20]=3[Cl:29])[N:16]=[C:15]([C:31]3[CH:40]=[CH:39][C:34]([C:35]([O:37][CH3:38])=[O:36])=[CH:33][C:32]=3[F:41])[C:12]2=[N:13][CH:14]=1)=[O:7])([CH3:4])([CH3:3])[CH3:2].[H-].[Na+].[CH3:44]I. Product: [C:1]([O:5][C:6]([N:8]([CH3:44])[C:9]1[CH:10]=[C:11]2[N:17]([C:18](=[O:30])[C:19]3[C:24]([C:25]([F:26])([F:27])[F:28])=[CH:23][CH:22]=[CH:21][C:20]=3[Cl:29])[N:16]=[C:15]([C:31]3[CH:40]=[CH:39][C:34]([C:35]([O:37][CH3:38])=[O:36])=[CH:33][C:32]=3[F:41])[C:12]2=[N:13][CH:14]=1)=[O:7])([CH3:4])([CH3:2])[CH3:3]. The catalyst class is: 198. (6) Reactant: [F:1][C:2]1[CH:10]=[CH:9][C:8]([CH2:11][C:12]2[C:21]3[C:16](=[CH:17][CH:18]=[CH:19][CH:20]=3)[C:15](=[O:22])[NH:14][N:13]=2)=[CH:7][C:3]=1[C:4](O)=[O:5].ON1C2C=CC=CC=2N=N1.[CH3:33][NH:34][C:35]([C:37]1[N:38]=[C:39]([C:46]([F:49])([F:48])[F:47])[N:40]2[CH2:45][CH2:44][NH:43][CH2:42][C:41]=12)=[O:36].Cl.C(N=C=NCCCN(C)C)C.C(N(CC)C(C)C)(C)C. Product: [F:1][C:2]1[CH:10]=[CH:9][C:8]([CH2:11][C:12]2[C:21]3[C:16](=[CH:17][CH:18]=[CH:19][CH:20]=3)[C:15](=[O:22])[NH:14][N:13]=2)=[CH:7][C:3]=1[C:4]([N:43]1[CH2:44][CH2:45][N:40]2[C:39]([C:46]([F:49])([F:47])[F:48])=[N:38][C:37]([C:35]([NH:34][CH3:33])=[O:36])=[C:41]2[CH2:42]1)=[O:5]. The catalyst class is: 9.